The task is: Predict the reactants needed to synthesize the given product.. This data is from Full USPTO retrosynthesis dataset with 1.9M reactions from patents (1976-2016). (1) Given the product [OH:1][C:2]1[CH:6]([CH2:7][CH:8]([CH3:9])[CH3:10])[O:5][C:4](=[O:11])[C:3]=1[CH:12]([C:13]1[CH:18]=[CH:17][CH:16]=[CH:15][CH:14]=1)[C:21]1[NH:20][C:28]2[C:23]([C:22]=1[CH2:29][CH2:30][NH:31][C:32](=[O:34])[CH3:33])=[CH:24][CH:25]=[CH:26][CH:27]=2, predict the reactants needed to synthesize it. The reactants are: [OH:1][C:2]1[CH:6]([CH2:7][CH:8]([CH3:10])[CH3:9])[O:5][C:4](=[O:11])[CH:3]=1.[CH:12](=O)[C:13]1[CH:18]=[CH:17][CH:16]=[CH:15][CH:14]=1.[NH:20]1[C:28]2[C:23](=[CH:24][CH:25]=[CH:26][CH:27]=2)[C:22]([CH2:29][CH2:30][NH:31][C:32](=[O:34])[CH3:33])=[CH:21]1. (2) The reactants are: C([Li:5])CCC.[CH:6]([NH:9][CH:10]([CH3:12])[CH3:11])([CH3:8])[CH3:7].[Li+].CC([N-]C(C)C)C.[F:21][C:22]1[N:27]=[CH:26][C:25]([CH:28]([N:30]2[CH2:35][CH2:34][O:33][CH2:32][CH2:31]2)[CH3:29])=[CH:24][CH:23]=1.[B:36](OC(C)C)([O:41]C(C)C)[O:37]C(C)C. Given the product [Li+:5].[CH3:7][CH:6]([N-:9][CH:10]([CH3:12])[CH3:11])[CH3:8].[F:21][C:22]1[C:23]([B:36]([OH:41])[OH:37])=[CH:24][C:25]([CH:28]([N:30]2[CH2:35][CH2:34][O:33][CH2:32][CH2:31]2)[CH3:29])=[CH:26][N:27]=1, predict the reactants needed to synthesize it. (3) Given the product [Cl:1][C:2]1[CH:7]=[CH:6][C:5]([N:8]2[CH2:9][CH2:10][CH:11]([CH:14]([OH:15])[CH:19]([N+:16]([O-:18])=[O:17])[CH2:20][CH3:21])[CH2:12][CH2:13]2)=[CH:4][CH:3]=1, predict the reactants needed to synthesize it. The reactants are: [Cl:1][C:2]1[CH:7]=[CH:6][C:5]([N:8]2[CH2:13][CH2:12][CH:11]([CH:14]=[O:15])[CH2:10][CH2:9]2)=[CH:4][CH:3]=1.[N+:16]([CH2:19][CH2:20][CH3:21])([O-:18])=[O:17].[OH-].[Na+].CO. (4) Given the product [Br:1][CH2:2][C:3]1[CH:4]=[C:5]([C:9]2([C:10]([O:12][CH2:13][CH3:14])=[O:11])[O:19][CH2:18][CH2:17][O:15]2)[CH:6]=[CH:7][CH:8]=1, predict the reactants needed to synthesize it. The reactants are: [Br:1][CH2:2][C:3]1[CH:4]=[C:5]([C:9](=[O:15])[C:10]([O:12][CH2:13][CH3:14])=[O:11])[CH:6]=[CH:7][CH:8]=1.Br[CH2:17][CH2:18][OH:19].CC(C)([O-])C.[K+]. (5) Given the product [C:1]([OH:8])(=[O:7])/[CH:2]=[CH:3]\[C:4]([OH:6])=[O:5].[CH3:11][NH:12][C@@H:13]1[CH2:22][C:21]2[C:16]3=[C:17]([NH:23][C:24](=[S:25])[N:15]3[CH2:14]1)[CH:18]=[CH:19][CH:20]=2, predict the reactants needed to synthesize it. The reactants are: [C:1]([OH:8])(=[O:7])/[CH:2]=[CH:3]\[C:4]([OH:6])=[O:5].CO.[CH3:11][NH:12][C@@H:13]1[CH2:22][C:21]2[C:16]3=[C:17]([NH:23][C:24](=[S:25])[N:15]3[CH2:14]1)[CH:18]=[CH:19][CH:20]=2. (6) Given the product [Br:1][C:2]1[CH:7]=[C:6]2[C:5](=[CH:4][C:3]=1[F:17])[NH:14][C:9](=[O:10])[CH2:8]2, predict the reactants needed to synthesize it. The reactants are: [Br:1][C:2]1[C:3]([F:17])=[CH:4][C:5]([N+:14]([O-])=O)=[C:6]([CH2:8][C:9](OCC)=[O:10])[CH:7]=1. (7) Given the product [CH3:11][O:12][C:13]1[C:18]2[O:19][C:20]([C:22]3[O:5][N:4]=[C:2]([CH3:3])[CH:1]=3)=[CH:21][C:17]=2[CH:16]=[CH:15][CH:14]=1, predict the reactants needed to synthesize it. The reactants are: [CH3:1][C:2](=[N:4][OH:5])[CH3:3].C([Li])CCC.[CH3:11][O:12][C:13]1[C:18]2[O:19][C:20]([C:22](OC)=O)=[CH:21][C:17]=2[CH:16]=[CH:15][CH:14]=1.S(=O)(=O)(O)O.